Dataset: Catalyst prediction with 721,799 reactions and 888 catalyst types from USPTO. Task: Predict which catalyst facilitates the given reaction. (1) Reactant: C(N(CC)C(C)C)(C)C.Cl.[NH2:11][C:12]1[C:21]([C:22]([NH:24][C:25]2[CH:26]=[N:27][CH:28]=[C:29]([F:40])[C:30]=2[N:31]2[CH2:36][CH2:35][CH:34]([C:37](O)=[O:38])[CH2:33][CH2:32]2)=[O:23])=[C:15]2[N:16]=[CH:17][C:18]([F:20])=[CH:19][N:14]2[N:13]=1.C(N1C=CN=C1)(N1C=CN=C1)=O.[O:53]1[CH2:56][CH:55]([N:57]2[CH2:62][CH2:61][NH:60][CH2:59][CH2:58]2)[CH2:54]1.[OH-].[Na+]. Product: [NH2:11][C:12]1[C:21]([C:22]([NH:24][C:25]2[CH:26]=[N:27][CH:28]=[C:29]([F:40])[C:30]=2[N:31]2[CH2:36][CH2:35][CH:34]([C:37]([N:60]3[CH2:61][CH2:62][N:57]([CH:55]4[CH2:56][O:53][CH2:54]4)[CH2:58][CH2:59]3)=[O:38])[CH2:33][CH2:32]2)=[O:23])=[C:15]2[N:14]=[CH:19][C:18]([F:20])=[CH:17][N:16]2[N:13]=1. The catalyst class is: 20. (2) Reactant: [CH2:1]([O:8][C:9]1[N:13]([CH3:14])[N:12]=[CH:11][C:10]=1[C:15]([O:17]CC)=[O:16])[C:2]1[CH:7]=[CH:6][CH:5]=[CH:4][CH:3]=1.O[Li].O.O. Product: [CH2:1]([O:8][C:9]1[N:13]([CH3:14])[N:12]=[CH:11][C:10]=1[C:15]([OH:17])=[O:16])[C:2]1[CH:3]=[CH:4][CH:5]=[CH:6][CH:7]=1. The catalyst class is: 36. (3) Product: [S:1]1[CH:5]=[CH:4][S:3][C:2]1=[C:6]1[S:7][C:8]2[S:13][C:12](=[C:14]3[S:18][C:17]([C:19]([O-:21])=[O:20])=[CH:16][S:15]3)[S:11][C:9]=2[S:10]1.[NH4+:33]. The catalyst class is: 28. Reactant: [S:1]1[CH:5]=[CH:4][S:3][C:2]1=[C:6]1[S:10][C:9]2[S:11][C:12](=[C:14]3[S:18][C:17]([C:19]([OH:21])=[O:20])=[CH:16][S:15]3)[S:13][C:8]=2[S:7]1.O1CCOCC1.C1COCC1.[NH3:33]. (4) Reactant: [H-].[Na+].[Br:3][C:4]1[CH:9]=[CH:8][C:7]([CH2:10][C:11]#[N:12])=[CH:6][CH:5]=1.[C:13]([O:17][C:18](=[O:26])[N:19]([CH2:23][CH2:24]Cl)[CH2:20][CH2:21]Cl)([CH3:16])([CH3:15])[CH3:14]. Product: [C:13]([O:17][C:18]([N:19]1[CH2:23][CH2:24][C:10]([C:7]2[CH:8]=[CH:9][C:4]([Br:3])=[CH:5][CH:6]=2)([C:11]#[N:12])[CH2:21][CH2:20]1)=[O:26])([CH3:16])([CH3:15])[CH3:14]. The catalyst class is: 3. (5) Reactant: [CH:1]([S:4]([C:7]1[CH:8]=[C:9]2[C:13](=[C:14]([O:16][CH2:17][CH2:18][C:19]3[CH:24]=[CH:23][CH:22]=[CH:21][N:20]=3)[CH:15]=1)[N:12]([CH2:25][O:26][CH3:27])[N:11]=[C:10]2[N:28]1C(=O)C2C(=CC=CC=2)C1=O)(=[O:6])=[O:5])([CH3:3])[CH3:2].O.NN. Product: [CH:1]([S:4]([C:7]1[CH:8]=[C:9]2[C:13](=[C:14]([O:16][CH2:17][CH2:18][C:19]3[CH:24]=[CH:23][CH:22]=[CH:21][N:20]=3)[CH:15]=1)[N:12]([CH2:25][O:26][CH3:27])[N:11]=[C:10]2[NH2:28])(=[O:6])=[O:5])([CH3:2])[CH3:3]. The catalyst class is: 8. (6) Reactant: [OH:1][C:2]1[CH:7]=[CH:6][C:5]([CH2:8][CH2:9][NH:10][C:11]2[N:16]=[C:15]([C:17]3[CH:18]=[C:19]([CH:23]=[CH:24][CH:25]=3)[C:20]([OH:22])=O)[CH:14]=[CH:13][N:12]=2)=[CH:4][CH:3]=1.C(OC([N:33]1[CH2:38][CH2:37][CH2:36][CH2:35][CH:34]1[CH2:39][NH2:40])=O)(C)(C)C.C(Cl)CCl. Product: [OH:1][C:2]1[CH:7]=[CH:6][C:5]([CH2:8][CH2:9][NH:10][C:11]2[N:16]=[C:15]([C:17]3[CH:18]=[C:19]([CH:23]=[CH:24][CH:25]=3)[C:20]([NH:40][CH2:39][CH:34]3[CH2:35][CH2:36][CH2:37][CH2:38][NH:33]3)=[O:22])[CH:14]=[CH:13][N:12]=2)=[CH:4][CH:3]=1. The catalyst class is: 3. (7) Product: [CH:22]1([N:21]2[C:17]([CH:14]3[CH2:16][CH2:15]3)=[N:18][N:19]=[C:20]2[C:25]([C:27]2[S:28][C:9]([CH:13]=[O:12])=[CH:10][CH:11]=2)([CH3:32])[CH3:26])[CH2:24][CH2:23]1. Reactant: CN(C)CCN(C)C.[CH2:9]1[CH2:13][O:12][CH2:11][CH2:10]1.[CH:14]1([C:17]2[N:21]([CH:22]3[CH2:24][CH2:23]3)[C:20]([C:25]([CH3:32])([C:27]3[S:28]C=CC=3)[CH3:26])=[N:19][N:18]=2)[CH2:16][CH2:15]1.CCCCCC.C([Li])CCC. The catalyst class is: 136.